Dataset: NCI-60 drug combinations with 297,098 pairs across 59 cell lines. Task: Regression. Given two drug SMILES strings and cell line genomic features, predict the synergy score measuring deviation from expected non-interaction effect. (1) Drug 1: CN1C(=O)N2C=NC(=C2N=N1)C(=O)N. Drug 2: CC1=C(C(=CC=C1)Cl)NC(=O)C2=CN=C(S2)NC3=CC(=NC(=N3)C)N4CCN(CC4)CCO. Cell line: M14. Synergy scores: CSS=2.67, Synergy_ZIP=-1.60, Synergy_Bliss=-3.81, Synergy_Loewe=-20.4, Synergy_HSA=-4.43. (2) Drug 1: C1C(C(OC1N2C=NC3=C(N=C(N=C32)Cl)N)CO)O. Drug 2: COCCOC1=C(C=C2C(=C1)C(=NC=N2)NC3=CC=CC(=C3)C#C)OCCOC.Cl. Cell line: SNB-19. Synergy scores: CSS=45.9, Synergy_ZIP=1.37, Synergy_Bliss=2.32, Synergy_Loewe=-16.3, Synergy_HSA=3.64. (3) Drug 1: CC1=C(C(=O)C2=C(C1=O)N3CC4C(C3(C2COC(=O)N)OC)N4)N. Drug 2: CC1C(C(CC(O1)OC2CC(CC3=C2C(=C4C(=C3O)C(=O)C5=C(C4=O)C(=CC=C5)OC)O)(C(=O)CO)O)N)O.Cl. Cell line: NCI-H460. Synergy scores: CSS=56.0, Synergy_ZIP=-1.93, Synergy_Bliss=-2.81, Synergy_Loewe=2.19, Synergy_HSA=4.57. (4) Drug 1: C1=CC(=CC=C1CC(C(=O)O)N)N(CCCl)CCCl.Cl. Drug 2: C1C(C(OC1N2C=NC(=NC2=O)N)CO)O. Cell line: COLO 205. Synergy scores: CSS=41.2, Synergy_ZIP=5.44, Synergy_Bliss=5.99, Synergy_Loewe=-0.545, Synergy_HSA=4.41. (5) Drug 1: C1=C(C(=O)NC(=O)N1)N(CCCl)CCCl. Drug 2: CC1CCC2CC(C(=CC=CC=CC(CC(C(=O)C(C(C(=CC(C(=O)CC(OC(=O)C3CCCCN3C(=O)C(=O)C1(O2)O)C(C)CC4CCC(C(C4)OC)O)C)C)O)OC)C)C)C)OC. Cell line: HCT-15. Synergy scores: CSS=29.7, Synergy_ZIP=-13.9, Synergy_Bliss=-9.44, Synergy_Loewe=-6.58, Synergy_HSA=-4.88. (6) Drug 1: CC12CCC3C(C1CCC2O)C(CC4=C3C=CC(=C4)O)CCCCCCCCCS(=O)CCCC(C(F)(F)F)(F)F. Drug 2: CC(C)(C#N)C1=CC(=CC(=C1)CN2C=NC=N2)C(C)(C)C#N. Cell line: BT-549. Synergy scores: CSS=3.20, Synergy_ZIP=-2.58, Synergy_Bliss=-4.14, Synergy_Loewe=-4.88, Synergy_HSA=-4.08.